This data is from Catalyst prediction with 721,799 reactions and 888 catalyst types from USPTO. The task is: Predict which catalyst facilitates the given reaction. (1) The catalyst class is: 21. Reactant: [CH3:1][O:2][C:3]1[CH:8]=[CH:7][C:6]([O:9][CH3:10])=[CH:5][C:4]=1[S:11]([NH:14][C@@H:15]1[CH2:19][CH2:18][N:17]([C:20](OC(C)(C)C)=O)[CH2:16]1)(=[O:13])=[O:12].C([O-])([O-])=O.[K+].[K+].[CH2:33](Br)[C:34]1[CH:39]=[CH:38][CH:37]=[CH:36][CH:35]=1.C1C=CC(P(C2C=CC=CC=2)C2C=CC=CC=2)=CC=1.CC[N:62](C(C)C)C(C)C.BrC#N.C(O)C(N)(CO)CO. Product: [C:20]([N:17]1[CH2:18][CH2:19][C@@H:15]([N:14]([CH2:33][C:34]2[CH:39]=[CH:38][CH:37]=[CH:36][CH:35]=2)[S:11]([C:4]2[CH:5]=[C:6]([O:9][CH3:10])[CH:7]=[CH:8][C:3]=2[O:2][CH3:1])(=[O:12])=[O:13])[CH2:16]1)#[N:62]. (2) Reactant: [CH:1]1([NH:4][C:5]([C:7]2[N:8]=[N:9][N:10]([C:15]3[CH:20]=[CH:19][C:18]([N+:21]([O-])=O)=[CH:17][CH:16]=3)[C:11]=2[CH2:12][CH2:13][CH3:14])=[O:6])[CH2:3][CH2:2]1. Product: [NH2:21][C:18]1[CH:19]=[CH:20][C:15]([N:10]2[C:11]([CH2:12][CH2:13][CH3:14])=[C:7]([C:5]([NH:4][CH:1]3[CH2:2][CH2:3]3)=[O:6])[N:8]=[N:9]2)=[CH:16][CH:17]=1. The catalyst class is: 29. (3) Reactant: [NH2:1][C:2]1[N:6]([C:7]2[CH:12]=[CH:11][C:10]([NH:13][C:14](=[O:20])[O:15][C:16]([CH3:19])([CH3:18])[CH3:17])=[CH:9][CH:8]=2)[CH:5]=[N:4][C:3]=1[C:21](=O)[NH2:22].CS(Cl)(=O)=O.N1C=CC=CC=1. Product: [NH2:1][C:2]1[N:6]([C:7]2[CH:12]=[CH:11][C:10]([NH:13][C:14](=[O:20])[O:15][C:16]([CH3:17])([CH3:18])[CH3:19])=[CH:9][CH:8]=2)[CH:5]=[N:4][C:3]=1[C:21]#[N:22]. The catalyst class is: 4. (4) Reactant: [CH3:1][N:2]1[C:10](=[O:11])[C:9]2[N:8](CC=C)[CH:7]=[N:6][C:5]=2[N:4]([CH2:15][CH2:16][CH2:17][CH2:18][CH3:19])[C:3]1=[O:20].[Li+].C[Si]([N-][Si](C)(C)C)(C)C.[CH3:31][N:32](C=O)C. Product: [CH3:1][N:2]1[C:10](=[O:11])[C:9]2[NH:8][C:7]([C:31]#[N:32])=[N:6][C:5]=2[N:4]([CH2:15][CH2:16][CH2:17][CH2:18][CH3:19])[C:3]1=[O:20]. The catalyst class is: 1. (5) The catalyst class is: 7. Reactant: [F:1][C:2]([F:42])([F:41])[C:3]1[CH:4]=[C:5]([CH:34]=[C:35]([C:37]([F:40])([F:39])[F:38])[CH:36]=1)[CH2:6][N:7]([CH2:14][C:15]1[CH:20]=[C:19]([C:21]([F:24])([F:23])[F:22])[CH:18]=[CH:17][C:16]=1[C:25]([CH:28]1[CH2:33][CH2:32][CH2:31][CH2:30][CH2:29]1)([OH:27])[CH3:26])[C:8]1[N:9]=[N:10][N:11]([CH3:13])[N:12]=1.[H-].[Na+].I[CH3:46]. Product: [F:40][C:37]([F:38])([F:39])[C:35]1[CH:34]=[C:5]([CH:4]=[C:3]([C:2]([F:1])([F:41])[F:42])[CH:36]=1)[CH2:6][N:7]([CH2:14][C:15]1[CH:20]=[C:19]([C:21]([F:24])([F:23])[F:22])[CH:18]=[CH:17][C:16]=1[C:25]([CH:28]1[CH2:33][CH2:32][CH2:31][CH2:30][CH2:29]1)([O:27][CH3:46])[CH3:26])[C:8]1[N:9]=[N:10][N:11]([CH3:13])[N:12]=1.